Dataset: TCR-epitope binding with 47,182 pairs between 192 epitopes and 23,139 TCRs. Task: Binary Classification. Given a T-cell receptor sequence (or CDR3 region) and an epitope sequence, predict whether binding occurs between them. (1) The epitope is FLNGSCGSV. The TCR CDR3 sequence is CASSSDNTGPRGAFF. Result: 1 (the TCR binds to the epitope). (2) The epitope is VLQAVGACV. The TCR CDR3 sequence is CASSLTRTNSPLHF. Result: 0 (the TCR does not bind to the epitope). (3) The epitope is FLKEKGGL. The TCR CDR3 sequence is CAWSSRDRVLGQSEQYF. Result: 1 (the TCR binds to the epitope).